This data is from Human Reference Interactome with 51,813 positive PPI pairs across 8,248 proteins, plus equal number of experimentally-validated negative pairs. The task is: Binary Classification. Given two protein amino acid sequences, predict whether they physically interact or not. (1) Protein 1 (ENSG00000160193) has sequence MAGSVGLALCGQTLVVRGGSRFLATSIASSDDDSLFIYDCSAAEKKSQENKGEDAPLDQGSGAILASTFSKSGSYFALTDDSKRLILFRTKPWQCLSVRTVARRCTALTFIASEEKVLVADKSGDVYSFSVLEPHGCGRLELGHLSMLLDVAVSPDDRFILTADRDEKIRVSWAAAPHSIESFCLGHTEFVSRISVVPTQPGLLLSSSGDGTLRLWEYRSGRQLHCCHLASLQELVDPQAPQKFAASRIAFWCQENCVALLCDGTPVVYIFQLDARRQQLVYRQQLAFQHQVWDVAFEET.... Protein 2 (ENSG00000157869) has sequence MSDSEEESQDRQLKIVVLGDGASGKTSLTTCFAQETFGKQYKQTIGLDFFLRRITLPGNLNVTLQIWDIGGQTIGGKMLDKYIYGAQGVLLVYDITNYQSFENLEDWYTVVKKVSEESETQPLVALVGNKIDLEHMRTIKPEKHLRFCQENGFSSHFVSAKTGDSVFLCFQKVAAEILGIKLNKAEIEQSQRIVRAEIVKYPEEENQHTTSTQSRICSVQ*MSDSEEESQDRQLKIVVLGDGASGKTSLTTCFAQETFGKQYKQTIGLDFFLRRITLPGNLNVTLQIWDIGGQTIGGKML.... Result: 0 (the proteins do not interact). (2) Protein 1 (ENSG00000038427) has sequence MFINIKSILWMCSTLIVTHALHKVKVGKSPPVRGSLSGKVSLPCHFSTMPTLPPSYNTSEFLRIKWSKIEVDKNGKDLKETTVLVAQNGNIKIGQDYKGRVSVPTHPEAVGDASLTVVKLLASDAGLYRCDVMYGIEDTQDTVSLTVDGVVFHYRAATSRYTLNFEAAQKACLDVGAVIATPEQLFAAYEDGFEQCDAGWLADQTVRYPIRAPRVGCYGDKMGKAGVRTYGFRSPQETYDVYCYVDHLDGDVFHLTVPSKFTFEEAAKECENQDARLATVGELQAAWRNGFDQCDYGWLS.... Protein 2 (ENSG00000140848) has sequence MAHIPSGGAPAAGAAPMGPQYCVCKVELSVSGQNLLDRDVTSKSDPFCVLFTENNGRWIEYDRTETAINNLNPAFSKKFVLDYHFEEVQKLKFALFDQDKSSMRLDEHDFLGQFSCSLGTIVSSKKITRPLLLLNDKPAGKGLITIAAQELSDNRVITLSLAGRRLDKKDLFGKSDPFLEFYKPGDDGKWMLVHRTEVIKYTLDPVWKPFTVPLVSLCDGDMEKPIQVMCYDYDNDGGHDFIGEFQTSVSQMCEARDSVPLEFECINPKKQRKKKNYKNSGIIILRSCKINRDYSFLDYI.... Result: 0 (the proteins do not interact). (3) Protein 2 (ENSG00000186812) has sequence MAVESGVISTLIPQDPPEQELILVKVEDNFSWDEKFKQNGSTQSCQELFRQQFRKFCYQETPGPREALSRLQELCYQWLMPELHTKEQILELLVLEQFLSILPEELQIWVQQHNPESGEEAVTLLEDLEREFDDPGQQVPASPQGPAVPWKDLTCLRASQESTDIHLQPLKTQLKSWKPCLSPKSDCENSETATKEGISEEKSQGLPQEPSFRGIKLSRPPKASSAIRWECVSPGSFPGDIIAAEATHSTISCFAINTLPATILPSKNVNRKYFS*MAVESGVISTLIPQDPPEQELILV.... Protein 1 (ENSG00000139505) has sequence MEHIRTTKVEQVKLLDRFSTSNKSLTGTLYLTATHLLFIDSHQKETWILHHHIASVEKLALTTSGCPLVIQCKNFRTVHFIVPRERDCHDIYNSLLQLSKQAKYEDLYAFSYNPKQNDSERLQGWQLIDLAEEYKRMGVPNSHWQLSDANRDYKICETYPRELYVPRIASKPIIVGSSKFRSKGRFPVLSYYHQDKEAAICRCSQPLSGFSARCLEDEHLLQAISKANPVNRYMYVMDTRPKLNAMANRAAGKGYENEDNYSNIRFQFVGIENIHVMRSSLQKLLEVNGTKGLSVNDFYS.... Result: 0 (the proteins do not interact). (4) Protein 1 (ENSG00000137875) has sequence MVDQLRERTTMADPLRERTELLLADYLGYCAREPGTPEPAPSTPEAAVLRSAAARLRQIHRSFFSAYLGYPGNRFELVALMADSVLSDSPGPTWGRVVTLVTFAGTLLERGPLVTARWKKWGFQPRLKEQEGDVARDCQRLVALLSSRLMGQHRAWLQAQGGWDGFCHFFRTPFPLAFWRKQLVQAFLSCLLTTAFIYLWTRLL*MVDQLRERTTMADPLRERTELLLADYLGYCAREPGTPEPAPSTPEAAVLRSAAARLRQIHRSFFSAYLGYPGNRFELVALMADSVLSDSPGPTWG.... Protein 2 (ENSG00000171174) has sequence MAASGEPQRQWQEEVAAVVVVGSCMTDLVSLTSRLPKTGETIHGHKFFIGFGGKGANQCVQAARLGAMTSMVCKVGKDSFGNDYIENLKQNDISTEFTYQTKDAATGTASIIVNNEGQNIIVIVAGANLLLNTEDLRAAANVISRAKVMVCQLEITPATSLEALTMARRSGVKTLFNPAPAIADLDPQFYTLSDVFCCNESEAEILTGLTVGSAADAGEAALVLLKRGCQVVIITLGAEGCVVLSQTEPEPKHIPTEKVKAVDTTGAGDSFVGALAFYLAYYPNLSLEDMLNRSNFIAAV.... Result: 0 (the proteins do not interact). (5) Protein 1 (ENSG00000170786) has sequence MSFNLQSSKKLFIFLGKSLFSLLEAMIFALLPKPRKNVAGEIVLITGAGSGLGRLLALQFARLGSVLVLWDINKEGNEETCKMAREAGATRVHAYTCDCSQKEGVYRVADQVKKEVGDVSILINNAGIVTGKKFLDCPDELMEKSFDVNFKAHLWTYKAFLPAMIANDHGHLVCISSSAGLSGVNGLADYCASKFAAFGFAESVFVETFVQKQKGIKTTIVCPFFIKTGMFEGCTTGCPSLLPILEPKYAVEKIVEAILQEKMYLYMPKLLYFMMFLKSFLPLKTGLLIADYLGILHAMD.... Protein 2 (ENSG00000131374) has sequence MYHSLSETRHPLQPEEQEVGIDPLSSYSNKSGGDSNKNGRRTSSTLDSEGTFNSYRKEWEELFVNNNYLATIRQKGINGQLRSSRFRSICWKLFLCVLPQDKSQWISRIEELRAWYSNIKEIHITNPRKVVGQQDLMINNPLSQDEGSLWNKFFQDKELRSMIEQDVKRTFPEMQFFQQENVRKILTDVLFCYARENEQLLYKQGMHELLAPIVFVLHCDHQAFLHASESAQPSEEMKTVLNPEYLEHDAYAVFSQLMETAEPWFSTFEHDGQKGKETLMTPIPFARPQDLGPTIAIVTK.... Result: 0 (the proteins do not interact).